From a dataset of Catalyst prediction with 721,799 reactions and 888 catalyst types from USPTO. Predict which catalyst facilitates the given reaction. Reactant: CS([C:4]1[N:9]=[C:8]([C:10]2[N:14]3[CH:15]=[CH:16][CH:17]=[C:18]([C:19]([OH:22])([CH3:21])[CH3:20])[C:13]3=[N:12][CH:11]=2)[CH:7]=[CH:6][N:5]=1)=O.[CH2:23]([O:25][C:26]([CH:28]1[CH2:33][CH2:32][CH:31]([NH2:34])[CH2:30][CH2:29]1)=[O:27])[CH3:24]. Product: [CH2:23]([O:25][C:26]([CH:28]1[CH2:33][CH2:32][CH:31]([NH:34][C:4]2[N:9]=[C:8]([C:10]3[N:14]4[CH:15]=[CH:16][CH:17]=[C:18]([C:19]([OH:22])([CH3:21])[CH3:20])[C:13]4=[N:12][CH:11]=3)[CH:7]=[CH:6][N:5]=2)[CH2:30][CH2:29]1)=[O:27])[CH3:24]. The catalyst class is: 179.